Predict the product of the given reaction. From a dataset of Forward reaction prediction with 1.9M reactions from USPTO patents (1976-2016). Given the reactants O.NN.[C:4]([O:8][C:9]([NH:11][O:12][CH2:13][CH2:14][CH2:15][CH2:16][N:17]1C(=O)C2C(=CC=CC=2)C1=O)=[O:10])([CH3:7])([CH3:6])[CH3:5], predict the reaction product. The product is: [C:4]([O:8][C:9](=[O:10])[NH:11][O:12][CH2:13][CH2:14][CH2:15][CH2:16][NH2:17])([CH3:7])([CH3:5])[CH3:6].